Dataset: Full USPTO retrosynthesis dataset with 1.9M reactions from patents (1976-2016). Task: Predict the reactants needed to synthesize the given product. (1) The reactants are: Br[C:2]1[CH:3]=[C:4]([C:11]#[N:12])[N:5]2[C:10]=1[CH:9]=[CH:8][CH:7]=[N:6]2.[CH3:13][O:14][C:15](=[O:35])[C:16]1[CH:21]=[CH:20][C:19](B2OC(C)(C)C(C)(C)O2)=[CH:18][C:17]=1[O:31][CH2:32][O:33][CH3:34].C(=O)([O-])[O-].[Cs+].[Cs+]. Given the product [CH3:13][O:14][C:15](=[O:35])[C:16]1[CH:21]=[CH:20][C:19]([C:2]2[CH:3]=[C:4]([C:11]#[N:12])[N:5]3[C:10]=2[CH:9]=[CH:8][CH:7]=[N:6]3)=[CH:18][C:17]=1[O:31][CH2:32][O:33][CH3:34], predict the reactants needed to synthesize it. (2) Given the product [NH:1]1[C:5]2[CH:6]=[CH:7][CH:8]=[CH:9][C:4]=2[N:3]=[C:2]1[CH:10]([NH:20][C:26]([NH:25][CH:21]1[CH2:24][CH2:23][CH2:22]1)=[O:27])[CH2:11][C:12]1[CH:17]=[CH:16][C:15]([O:18][CH3:19])=[CH:14][CH:13]=1, predict the reactants needed to synthesize it. The reactants are: [NH:1]1[C:5]2[CH:6]=[CH:7][CH:8]=[CH:9][C:4]=2[N:3]=[C:2]1[CH:10]([NH2:20])[CH2:11][C:12]1[CH:17]=[CH:16][C:15]([O:18][CH3:19])=[CH:14][CH:13]=1.[CH:21]1([NH2:25])[CH2:24][CH2:23][CH2:22]1.[C:26](O)(C(F)(F)F)=[O:27].